This data is from Reaction yield outcomes from USPTO patents with 853,638 reactions. The task is: Predict the reaction yield, written as a fraction of the theoretical maximum amount of product (1.0 means a 100% yield; for example, 0.34 means a 34% yield). (1) The reactants are [CH3:1][O:2][CH2:3][O:4][C:5]1[CH:10]=[C:9]([O:11][CH2:12][O:13][CH3:14])[CH:8]=[CH:7][C:6]=1[C:15]1[CH2:20][CH2:19][CH2:18][C:17](=O)[CH:16]=1.Cl.[NH2:23][OH:24].C(N(CC)CC)C. The catalyst is C(O)C. The product is [CH3:1][O:2][CH2:3][O:4][C:5]1[CH:10]=[C:9]([O:11][CH2:12][O:13][CH3:14])[CH:8]=[CH:7][C:6]=1[C:15]1[CH2:20][CH2:19][CH2:18][C:17](=[N:23][OH:24])[CH:16]=1. The yield is 0.990. (2) The reactants are Cl[C:2]1[C:7]([N+:8]([O-:10])=[O:9])=[CH:6][N:5]=[C:4]2[CH2:11][CH2:12][CH2:13][C:3]=12.[NH:14]1[CH2:19][CH2:18][CH2:17][C@H:16]([NH:20][C:21](=[O:27])[O:22][C:23]([CH3:26])([CH3:25])[CH3:24])[CH2:15]1.C(N(CC)CC)C. The yield is 0.590. The product is [N+:8]([C:7]1[C:2]([N:14]2[CH2:19][CH2:18][CH2:17][C@H:16]([NH:20][C:21](=[O:27])[O:22][C:23]([CH3:25])([CH3:24])[CH3:26])[CH2:15]2)=[C:3]2[CH2:13][CH2:12][CH2:11][C:4]2=[N:5][CH:6]=1)([O-:10])=[O:9]. The catalyst is C(O)(C)C.